Dataset: Catalyst prediction with 721,799 reactions and 888 catalyst types from USPTO. Task: Predict which catalyst facilitates the given reaction. (1) Reactant: [NH2:1][C:2]1[CH:3]=[CH:4][C:5]([C:8]([OH:10])=O)=[N:6][CH:7]=1.[CH2:11]([N:13]([CH2:17][CH3:18])[CH2:14][CH2:15][NH2:16])[CH3:12].F[P-](F)(F)(F)(F)F.N1(OC(N(C)C)=[N+](C)C)C2N=CC=CC=2N=N1.CCN(C(C)C)C(C)C. Product: [CH2:11]([N:13]([CH2:17][CH3:18])[CH2:14][CH2:15][NH:16][C:8]([C:5]1[CH:4]=[CH:3][C:2]([NH2:1])=[CH:7][N:6]=1)=[O:10])[CH3:12]. The catalyst class is: 1. (2) Reactant: [O:1]=[S:2]1(=[O:27])[CH2:6][CH2:5][CH:4]([N:7]2[C:11]([NH:12][C:13](=[O:25])[C:14]3[CH:19]=[CH:18][CH:17]=[C:16]([C:20]([F:23])([F:22])[F:21])[C:15]=3[F:24])=[CH:10][C:9]([CH3:26])=[N:8]2)[CH2:3]1.S(OC)(O[CH3:32])(=O)=O. Product: [CH3:32][N:8]1[C:9]([CH3:26])=[CH:10][C:11](=[N:12][C:13](=[O:25])[C:14]2[CH:19]=[CH:18][CH:17]=[C:16]([C:20]([F:22])([F:23])[F:21])[C:15]=2[F:24])[N:7]1[CH:4]1[CH2:5][CH2:6][S:2](=[O:1])(=[O:27])[CH2:3]1. The catalyst class is: 11. (3) Reactant: C([Si](C)(C)[N:6]1[C:10]2=[N:11][CH:12]=[C:13]([C:15]3[CH:20]=[CH:19][CH:18]=[CH:17][C:16]=3[O:21][C:22]3[N:27]=[CH:26][CH:25]=[CH:24][N:23]=3)[CH:14]=[C:9]2[CH:8]=[CH:7]1)(C)(C)C.Cl.C([O-])(O)=O.[Na+].C(OCC)(=O)C. Product: [N:27]1[CH:26]=[CH:25][CH:24]=[N:23][C:22]=1[O:21][C:16]1[CH:17]=[CH:18][CH:19]=[CH:20][C:15]=1[C:13]1[CH:14]=[C:9]2[CH:8]=[CH:7][NH:6][C:10]2=[N:11][CH:12]=1. The catalyst class is: 5. (4) Reactant: [Cl:1][C:2]1[CH:7]=[CH:6][C:5]([NH:8][C:9]([NH:11][C:12]2[CH:17]=[CH:16][CH:15]=[C:14]([C:18]3[CH:23]=[CH:22][CH:21]=[C:20]([N:24]4[CH2:28][CH2:27][CH2:26][CH2:25]4)[N:19]=3)[CH:13]=2)=[O:10])=[C:4](I)[CH:3]=1.ClC(Cl)(OC(=O)OC(Cl)(Cl)Cl)Cl.ClC1C=CC(N)=CC=1[I:50].CCN(CC)CC. Product: [Cl:1][C:2]1[CH:3]=[CH:4][C:5]([NH:8][C:9]([NH:11][C:12]2[CH:17]=[CH:16][CH:15]=[C:14]([C:18]3[CH:23]=[CH:22][CH:21]=[C:20]([N:24]4[CH2:28][CH2:27][CH2:26][CH2:25]4)[N:19]=3)[CH:13]=2)=[O:10])=[CH:6][C:7]=1[I:50]. The catalyst class is: 11.